This data is from Forward reaction prediction with 1.9M reactions from USPTO patents (1976-2016). The task is: Predict the product of the given reaction. Given the reactants [CH2:1]1[C:10]2[C:5](=[CH:6][C:7]([N:11]3[CH2:15][C@H:14]([CH2:16][NH:17][C:18](=[O:20])[CH3:19])[O:13][C:12]3=[O:21])=[CH:8][CH:9]=2)[CH2:4][CH2:3][NH:2]1.C(N(CC)CC)C.[C:29]([O:32][CH2:33][C:34](Cl)=[O:35])(=[O:31])[CH3:30], predict the reaction product. The product is: [C:29]([O:32][CH2:33][C:34]([N:2]1[CH2:3][CH2:4][C:5]2[C:10](=[CH:9][CH:8]=[C:7]([N:11]3[CH2:15][C@H:14]([CH2:16][NH:17][C:18](=[O:20])[CH3:19])[O:13][C:12]3=[O:21])[CH:6]=2)[CH2:1]1)=[O:35])(=[O:31])[CH3:30].